Predict the reactants needed to synthesize the given product. From a dataset of Retrosynthesis with 50K atom-mapped reactions and 10 reaction types from USPTO. Given the product Nc1cc(F)c(F)c(CO)c1F, predict the reactants needed to synthesize it. The reactants are: Nc1cc(F)c(F)c(C(=O)O)c1F.